Dataset: Full USPTO retrosynthesis dataset with 1.9M reactions from patents (1976-2016). Task: Predict the reactants needed to synthesize the given product. (1) Given the product [NH2:21][C:9]1[CH:8]=[CH:7][C:6]([O:5][C:4]2[CH:24]=[CH:25][CH:26]=[C:2]([Cl:1])[CH:3]=2)=[CH:11][C:10]=1[CH2:12][NH:13][C:14](=[O:20])[O:15][C:16]([CH3:18])([CH3:17])[CH3:19], predict the reactants needed to synthesize it. The reactants are: [Cl:1][C:2]1[CH:3]=[C:4]([CH:24]=[CH:25][CH:26]=1)[O:5][C:6]1[CH:7]=[CH:8][C:9]([N+:21]([O-])=O)=[C:10]([CH2:12][NH:13][C:14](=[O:20])[O:15][C:16]([CH3:19])([CH3:18])[CH3:17])[CH:11]=1.[Cl-].[NH4+]. (2) The reactants are: [CH3:1][O:2][C:3]1[CH:14]=[CH:13][C:6]([CH2:7][NH:8][C:9](=[O:12])[CH:10]=[CH2:11])=[CH:5][CH:4]=1.Br[C:16]1[CH:17]=[C:18]2[C:22](=[CH:23][CH:24]=1)[NH:21][CH:20]=[C:19]2[CH2:25][CH2:26][N:27]([CH3:29])[CH3:28].CCN(CC)CC.C(OCC)(=O)C. Given the product [CH3:29][N:27]([CH3:28])[CH2:26][CH2:25][C:19]1[C:18]2[C:22](=[CH:23][CH:24]=[C:16](/[CH:11]=[CH:10]/[C:9]([NH:8][CH2:7][C:6]3[CH:5]=[CH:4][C:3]([O:2][CH3:1])=[CH:14][CH:13]=3)=[O:12])[CH:17]=2)[NH:21][CH:20]=1, predict the reactants needed to synthesize it. (3) Given the product [C:31]([N:35]1[CH2:40][CH2:39][N:38]([C@H:6]([C:8]2[N:9]=[CH:10][C:11]3[O:12][CH2:13][CH2:14][N:15]4[CH:16]=[C:17]([C:22]5[N:26]([CH:27]([CH3:29])[CH3:28])[N:25]=[C:24]([CH3:30])[N:23]=5)[N:18]=[C:19]4[C:20]=3[CH:21]=2)[CH3:7])[CH2:37][CH2:36]1)([CH3:34])([CH3:33])[CH3:32], predict the reactants needed to synthesize it. The reactants are: CS(O[CH:6]([C:8]1[CH:21]=[C:20]2[C:11]([O:12][CH2:13][CH2:14][N:15]3[C:19]2=[N:18][C:17]([C:22]2[N:26]([CH:27]([CH3:29])[CH3:28])[N:25]=[C:24]([CH3:30])[N:23]=2)=[CH:16]3)=[CH:10][N:9]=1)[CH3:7])(=O)=O.[C:31]([N:35]1[CH2:40][CH2:39][NH:38][CH2:37][CH2:36]1)([CH3:34])([CH3:33])[CH3:32]. (4) Given the product [F:32][C:33]1[CH:34]=[C:35]([C:12]2[N:17]=[C:16]3[N:18]([CH2:21][C:22]4[CH:23]=[C:24]5[C:29](=[CH:30][CH:31]=4)[N:28]=[CH:27][CH:26]=[CH:25]5)[N:19]=[N:20][C:15]3=[CH:14][CH:13]=2)[CH:36]=[C:37]([F:43])[C:38]=1[C:39]([O:41][CH3:42])=[O:40], predict the reactants needed to synthesize it. The reactants are: FC1C=C([C:12]2[N:17]=[C:16]3[N:18]([CH2:21][C:22]4[CH:23]=[C:24]5[C:29](=[CH:30][CH:31]=4)[N:28]=[CH:27][CH:26]=[CH:25]5)[N:19]=[N:20][C:15]3=[CH:14][CH:13]=2)C=CC=1C(NC)=O.[F:32][C:33]1[CH:34]=[C:35](B(O)O)[CH:36]=[C:37]([F:43])[C:38]=1[C:39]([O:41][CH3:42])=[O:40].C([O-])(=O)C.[K+].OCCNC(=O)C1C=CC(C2N=C3N(CC4C=C5C(=CC=4)N=CC=C5)N=NC3=CC=2)=CC=1. (5) The reactants are: [C:1]([CH2:3][CH2:4][N:5]([CH2:10][C:11]1[CH:16]=[CH:15][CH:14]=[CH:13][CH:12]=1)[CH2:6][CH2:7][C:8]#[N:9])#[N:2].[H][H]. Given the product [NH2:9][CH2:8][CH2:7][CH2:6][N:5]([CH2:10][C:11]1[CH:16]=[CH:15][CH:14]=[CH:13][CH:12]=1)[CH2:4][CH2:3][CH2:1][NH2:2], predict the reactants needed to synthesize it. (6) Given the product [N:20]1([C:17]2[CH:18]=[CH:19][C:14]([NH:13][C:11]3[N:12]=[C:7]([N:4]4[CH2:5][CH2:6][C@H:2]([OH:1])[CH2:3]4)[C:8]4[CH:31]=[CH:30][NH:29][C:9]=4[N:10]=3)=[CH:15][CH:16]=2)[CH2:21][CH2:22][NH:23][CH2:24][CH2:25]1.[OH:1][C@H:2]1[CH2:6][CH2:5][N:4]([C:7]2[C:8]3[CH:31]=[CH:30][NH:29][C:9]=3[N:10]=[C:11]([NH:13][C:14]3[CH:19]=[CH:18][C:17]([N:20]4[CH2:25][CH2:24][N:23]([C:26](=[O:28])[CH3:27])[CH2:22][CH2:21]4)=[CH:16][CH:15]=3)[N:12]=2)[CH2:3]1, predict the reactants needed to synthesize it. The reactants are: [OH:1][C@H:2]1[CH2:6][CH2:5][N:4]([C:7]2[C:8]3[CH:31]=[CH:30][N:29](S(C4C=CC(C)=CC=4)(=O)=O)[C:9]=3[N:10]=[C:11]([NH:13][C:14]3[CH:19]=[CH:18][C:17]([N:20]4[CH2:25][CH2:24][N:23]([C:26](=[O:28])[CH3:27])[CH2:22][CH2:21]4)=[CH:16][CH:15]=3)[N:12]=2)[CH2:3]1.[OH-].[K+].